Dataset: Forward reaction prediction with 1.9M reactions from USPTO patents (1976-2016). Task: Predict the product of the given reaction. (1) Given the reactants [F:1][C:2]1[CH:7]=[C:6]([F:8])[C:5]([F:9])=[CH:4][C:3]=1[CH:10]1[CH2:15][CH2:14][C:13](=[O:16])[CH2:12][CH2:11]1.C(N(CC)CC)C.FC(F)(F)S(O[Si:30]([CH:37]([CH3:39])[CH3:38])([CH:34]([CH3:36])[CH3:35])[CH:31]([CH3:33])[CH3:32])(=O)=O.[Cl-].[NH4+], predict the reaction product. The product is: [CH:31]([Si:30]([CH:37]([CH3:39])[CH3:38])([CH:34]([CH3:36])[CH3:35])[O:16][C:13]1[CH2:12][CH2:11][CH:10]([C:3]2[CH:4]=[C:5]([F:9])[C:6]([F:8])=[CH:7][C:2]=2[F:1])[CH2:15][CH:14]=1)([CH3:33])[CH3:32]. (2) Given the reactants [OH:1][CH2:2][C:3]1[C:4]2[N:5]([N:12]=[C:13]([C:15]([F:18])([F:17])[F:16])[CH:14]=2)[C:6]([CH2:9][O:10][CH3:11])=[CH:7][CH:8]=1, predict the reaction product. The product is: [CH3:11][O:10][CH2:9][C:6]1[N:5]2[N:12]=[C:13]([C:15]([F:18])([F:17])[F:16])[CH:14]=[C:4]2[C:3]([CH:2]=[O:1])=[CH:8][CH:7]=1. (3) Given the reactants [C:1]([NH:4][C:5]1[CH:6]=[C:7]2[C:12](=[CH:13][N:14]=1)[C:11](=[O:15])[N:10]([CH3:16])[C:9]1[CH:17]=[C:18]([O:21][CH2:22][C@@H:23]([NH:28]C(=O)OC(C)(C)C)[CH2:24][CH:25]([CH3:27])[CH3:26])[CH:19]=[CH:20][C:8]2=1)(=[O:3])[CH3:2].C(O)(C(F)(F)F)=O, predict the reaction product. The product is: [NH2:28][C@@H:23]([CH2:24][CH:25]([CH3:27])[CH3:26])[CH2:22][O:21][C:18]1[CH:19]=[CH:20][C:8]2[C:7]3[C:12](=[CH:13][N:14]=[C:5]([NH:4][C:1](=[O:3])[CH3:2])[CH:6]=3)[C:11](=[O:15])[N:10]([CH3:16])[C:9]=2[CH:17]=1. (4) Given the reactants C([O:3][C:4](=O)[CH2:5][CH2:6][C:7]([C:10](=[O:12])[NH2:11])([F:9])[F:8])C.C(O)C.[O-]CC.[Na+].Cl, predict the reaction product. The product is: [F:8][C:7]1([F:9])[CH2:6][CH2:5][C:4](=[O:3])[NH:11][C:10]1=[O:12]. (5) Given the reactants F[C:2]1[CH:9]=[C:8]([C:10]([F:13])([F:12])[F:11])[CH:7]=[CH:6][C:3]=1[CH:4]=[O:5].[C:14]1([CH3:21])[C:19]([OH:20])=[CH:18][CH:17]=[CH:16][CH:15]=1, predict the reaction product. The product is: [C:14]1([CH3:21])[CH:15]=[CH:16][CH:17]=[CH:18][C:19]=1[O:20][C:2]1[CH:9]=[C:8]([C:10]([F:13])([F:12])[F:11])[CH:7]=[CH:6][C:3]=1[CH:4]=[O:5]. (6) Given the reactants [C:1]([O:5][C:6]([N:8]1[C:16]2[C:11](=[CH:12][C:13](I)=[CH:14][CH:15]=2)[CH:10]=[CH:9]1)=[O:7])([CH3:4])([CH3:3])[CH3:2].[CH3:18][N:19]([CH3:23])[CH2:20][C:21]#[CH:22].O, predict the reaction product. The product is: [C:1]([O:5][C:6]([N:8]1[C:16]2[C:11](=[CH:12][C:13]([CH2:22][C:21]#[C:20][N:19]([CH3:23])[CH3:18])=[CH:14][CH:15]=2)[CH:10]=[CH:9]1)=[O:7])([CH3:4])([CH3:3])[CH3:2]. (7) Given the reactants O=[C:2]([CH2:8][C:9](=O)[CH3:10])[CH2:3][C:4]([O:6][CH3:7])=[O:5].O.[NH2:13][NH2:14], predict the reaction product. The product is: [CH3:7][O:6][C:4](=[O:5])[CH2:3][C:2]1[CH:8]=[C:9]([CH3:10])[NH:14][N:13]=1. (8) Given the reactants [Cl:1][C:2]1[C:12]([CH:13]=O)=[CH:11][C:5]2[NH:6][C:7](=[O:10])[CH2:8][S:9][C:4]=2[CH:3]=1.[CH3:15][O:16][C:17]1[CH:26]=[C:25]2[C:20]([N:21]=[CH:22][C:23]([S:27][CH2:28][CH2:29][N:30]3[CH2:35][CH2:34][CH:33]([NH2:36])[CH2:32][CH2:31]3)=[N:24]2)=[CH:19][CH:18]=1, predict the reaction product. The product is: [Cl:1][C:2]1[C:12]([CH2:13][NH:36][CH:33]2[CH2:32][CH2:31][N:30]([CH2:29][CH2:28][S:27][C:23]3[CH:22]=[N:21][C:20]4[C:25](=[CH:26][C:17]([O:16][CH3:15])=[CH:18][CH:19]=4)[N:24]=3)[CH2:35][CH2:34]2)=[CH:11][C:5]2[NH:6][C:7](=[O:10])[CH2:8][S:9][C:4]=2[CH:3]=1. (9) Given the reactants Br[C:2]1[CH:7]=[CH:6][C:5]([S:8]([NH:11][CH2:12][CH:13]2[CH2:15][CH2:14]2)(=[O:10])=[O:9])=[C:4]([C:16]([F:19])([F:18])[F:17])[CH:3]=1.C1C=CC(P(C2C(C3C(P(C4C=CC=CC=4)C4C=CC=CC=4)=CC=C4C=3C=CC=C4)=C3C(C=CC=C3)=CC=2)C2C=CC=CC=2)=CC=1.C(=O)([O-])[O-].[Cs+].[Cs+].[Cl:72][C:73]1[C:78]([NH2:79])=[CH:77][CH:76]=[CH:75][N:74]=1, predict the reaction product. The product is: [Cl:72][C:73]1[C:78]([NH:79][C:2]2[CH:7]=[CH:6][C:5]([S:8]([NH:11][CH2:12][CH:13]3[CH2:15][CH2:14]3)(=[O:10])=[O:9])=[C:4]([C:16]([F:19])([F:18])[F:17])[CH:3]=2)=[CH:77][CH:76]=[CH:75][N:74]=1. (10) Given the reactants C(OC(=O)C)(=O)C.C([O-])(=O)C.[K+].[N:13](OCCC(C)C)=O.[C:21]([O:24][C:25]1[CH:30]=[CH:29][C:28]([NH:31][C:32](=[O:34])[CH3:33])=[C:27]([CH3:35])[C:26]=1[F:36])(=[O:23])[CH3:22], predict the reaction product. The product is: [C:21]([O:24][C:25]1[C:26]([F:36])=[C:27]2[C:28](=[CH:29][CH:30]=1)[N:31]([C:32](=[O:34])[CH3:33])[N:13]=[CH:35]2)(=[O:23])[CH3:22].